Dataset: Forward reaction prediction with 1.9M reactions from USPTO patents (1976-2016). Task: Predict the product of the given reaction. (1) Given the reactants [N+:1]([C:4]1[CH:9]=[CH:8][C:7]([SH:10])=[CH:6][CH:5]=1)([O-:3])=[O:2].Br[C:12]1[CH:16]=[CH:15][S:14][CH:13]=1.[OH-].[K+], predict the reaction product. The product is: [S:14]1[CH:15]=[CH:16][C:12]([S:10][C:7]2[CH:8]=[CH:9][C:4]([N+:1]([O-:3])=[O:2])=[CH:5][CH:6]=2)=[CH:13]1. (2) Given the reactants [CH3:1][O:2][C:3]1[C:8]([NH2:9])=[CH:7][CH:6]=[C:5]([O:10][CH3:11])[N:4]=1.[C:12]1([CH3:24])[CH:17]=[C:16]([CH3:18])[CH:15]=[C:14]([CH3:19])[C:13]=1[S:20](Cl)(=[O:22])=[O:21].C([O-])([O-])=O.[Na+].[Na+], predict the reaction product. The product is: [CH3:1][O:2][C:3]1[C:8]([NH:9][S:20]([C:13]2[C:14]([CH3:19])=[CH:15][C:16]([CH3:18])=[CH:17][C:12]=2[CH3:24])(=[O:22])=[O:21])=[CH:7][CH:6]=[C:5]([O:10][CH3:11])[N:4]=1. (3) Given the reactants [N:1]1([C:6]([N:8]2[C:16]3[C:11](=[CH:12][C:13]([C:17]([OH:32])([C:22]4[C:30]5[C:25](=[CH:26][CH:27]=[CH:28][CH:29]=5)[N:24]([CH3:31])[CH:23]=4)[C:18]([F:21])([F:20])[F:19])=[CH:14][CH:15]=3)[CH:10]=[N:9]2)=[O:7])C=CN=[CH:2]1.[CH:33]1(N)C[CH2:34]1, predict the reaction product. The product is: [CH:2]1([NH:1][C:6]([N:8]2[C:16]3[C:11](=[CH:12][C:13]([C:17]([OH:32])([C:22]4[C:30]5[C:25](=[CH:26][CH:27]=[CH:28][CH:29]=5)[N:24]([CH3:31])[CH:23]=4)[C:18]([F:20])([F:21])[F:19])=[CH:14][CH:15]=3)[CH:10]=[N:9]2)=[O:7])[CH2:34][CH2:33]1. (4) Given the reactants O.O.Cl[Sn]Cl.Cl.[N+:7]([C:10]1[CH:16]=[C:15]([N+:17]([O-])=O)[CH:14]=[C:13]([I:20])[C:11]=1[NH2:12])([O-])=O.[OH-].[Na+].CO.[CH3:25]COC(C)=O, predict the reaction product. The product is: [I:20][C:13]1[C:11]2[N:12]=[CH:25][NH:7][C:10]=2[CH:16]=[C:15]([NH2:17])[CH:14]=1. (5) The product is: [CH2:1]([O:8][C:9]1[C:18]([CH:19]([OH:20])[C:41]([F:44])([F:43])[F:42])=[C:17]2[C:12]([C:13](=[O:38])[C:14]([CH3:37])=[C:15]([CH:21]3[CH2:26][CH2:25][N:24]([C:27]([O:29][CH2:30][C:31]4[CH:32]=[CH:33][CH:34]=[CH:35][CH:36]=4)=[O:28])[CH2:23][CH2:22]3)[O:16]2)=[CH:11][CH:10]=1)[C:2]1[CH:7]=[CH:6][CH:5]=[CH:4][CH:3]=1. Given the reactants [CH2:1]([O:8][C:9]1[C:18]([CH:19]=[O:20])=[C:17]2[C:12]([C:13](=[O:38])[C:14]([CH3:37])=[C:15]([CH:21]3[CH2:26][CH2:25][N:24]([C:27]([O:29][CH2:30][C:31]4[CH:36]=[CH:35][CH:34]=[CH:33][CH:32]=4)=[O:28])[CH2:23][CH2:22]3)[O:16]2)=[CH:11][CH:10]=1)[C:2]1[CH:7]=[CH:6][CH:5]=[CH:4][CH:3]=1.C[Si](C)(C)[C:41]([F:44])([F:43])[F:42].C(OCC)(=O)C, predict the reaction product. (6) Given the reactants C[O:2][C:3](=[O:13])[C:4]1[CH:9]=[C:8]([CH2:10]Br)[CH:7]=[CH:6][C:5]=1[Cl:12].[Cl:14][C:15]1[CH:20]=[CH:19][C:18]([C@H:21]2[C@@:23]3([C:31]4[C:26](=[CH:27][CH:28]=[CH:29][CH:30]=4)[NH:25][C:24]3=[O:32])[CH2:22]2)=[CH:17][CH:16]=1, predict the reaction product. The product is: [Cl:12][C:5]1[CH:6]=[CH:7][C:8]([CH2:10][N:25]2[C:26]3[C:31](=[CH:30][CH:29]=[CH:28][CH:27]=3)[C@:23]3([CH2:22][C@H:21]3[C:18]3[CH:17]=[CH:16][C:15]([Cl:14])=[CH:20][CH:19]=3)[C:24]2=[O:32])=[CH:9][C:4]=1[C:3]([OH:2])=[O:13].